This data is from Kir2.1 potassium channel HTS with 301,493 compounds. The task is: Binary Classification. Given a drug SMILES string, predict its activity (active/inactive) in a high-throughput screening assay against a specified biological target. (1) The drug is S(CC(=O)c1c(c([nH]c1C)C)C(OCC)=O)c1n(c(=O)c2c(n1)cccc2)c1ccc(F)cc1. The result is 0 (inactive). (2) The drug is s1c(C(=O)N2CCC(CC2)C(=O)Nc2c(cccc2C)C)ccc1. The result is 0 (inactive).